This data is from Forward reaction prediction with 1.9M reactions from USPTO patents (1976-2016). The task is: Predict the product of the given reaction. (1) Given the reactants C(OC(=O)[CH2:5][C:6]1[C:15]2[C:10](=[CH:11][CH:12]=[CH:13][CH:14]=2)[CH:9]=[C:8]([N:16]2[CH2:23][C:20]3([CH2:22][CH2:21]3)[N:19]([CH2:24][C:25]3[CH:30]=[CH:29][CH:28]=[CH:27][CH:26]=3)[CH2:18][CH2:17]2)[N:7]=1)C.[CH:32]([NH2:34])=[O:33].C[O-].[Na+].O, predict the reaction product. The product is: [CH2:24]([N:19]1[CH2:18][CH2:17][N:16]([C:8]2[N:7]=[C:6]([CH2:5][C:32]([NH2:34])=[O:33])[C:15]3[C:10]([CH:9]=2)=[CH:11][CH:12]=[CH:13][CH:14]=3)[CH2:23][C:20]21[CH2:22][CH2:21]2)[C:25]1[CH:26]=[CH:27][CH:28]=[CH:29][CH:30]=1. (2) Given the reactants O.[OH-].[Li+].[CH3:4][O:5][C:6]1[CH:11]=[CH:10][CH:9]=[CH:8][C:7]=1[C:12]1[O:13][C:14]2[CH:20]=[CH:19][C:18]([C:21]([O:23]C)=[O:22])=[CH:17][C:15]=2[CH:16]=1.Cl, predict the reaction product. The product is: [CH3:4][O:5][C:6]1[CH:11]=[CH:10][CH:9]=[CH:8][C:7]=1[C:12]1[O:13][C:14]2[CH:20]=[CH:19][C:18]([C:21]([OH:23])=[O:22])=[CH:17][C:15]=2[CH:16]=1.